Dataset: Full USPTO retrosynthesis dataset with 1.9M reactions from patents (1976-2016). Task: Predict the reactants needed to synthesize the given product. (1) Given the product [N:1]1[C:10]2[C:5](=[CH:6][C:7](/[CH:11]=[N:13]/[C:14]3[CH:22]=[CH:21][CH:20]=[C:19]4[C:15]=3[CH2:16][O:17][C:18]4=[O:23])=[CH:8][CH:9]=2)[CH:4]=[CH:3][CH:2]=1, predict the reactants needed to synthesize it. The reactants are: [N:1]1[C:10]2[C:5](=[CH:6][C:7]([CH:11]=O)=[CH:8][CH:9]=2)[CH:4]=[CH:3][CH:2]=1.[NH2:13][C:14]1[CH:22]=[CH:21][CH:20]=[C:19]2[C:15]=1[CH2:16][O:17][C:18]2=[O:23].S([O-])([O-])(=O)=O.[Mg+2]. (2) The reactants are: [F:1][C:2]([F:14])([F:13])[O:3][C:4]1[CH:5]=[C:6]([N+:10]([O-:12])=[O:11])[CH:7]=[CH:8][CH:9]=1.[I-].C[N+:17](C)(C)N.CC([O-])(C)C.[K+].Cl. Given the product [N+:10]([C:6]1[CH:7]=[CH:8][CH:9]=[C:4]([O:3][C:2]([F:13])([F:14])[F:1])[C:5]=1[NH2:17])([O-:12])=[O:11], predict the reactants needed to synthesize it.